This data is from Reaction yield outcomes from USPTO patents with 853,638 reactions. The task is: Predict the reaction yield, written as a fraction of the theoretical maximum amount of product (1.0 means a 100% yield; for example, 0.34 means a 34% yield). (1) The yield is 0.780. The product is [OH:19][CH:20]1[CH2:25][CH2:24][N:23]([C:16]([C:14]2[S:15][C:11]([C:3]3[C:2]([CH3:1])=[C:6]([C:7]([F:8])([F:9])[F:10])[O:5][N:4]=3)=[CH:12][CH:13]=2)=[O:18])[CH2:22][CH2:21]1. The reactants are [CH3:1][C:2]1[C:3]([C:11]2[S:15][C:14]([C:16]([OH:18])=O)=[CH:13][CH:12]=2)=[N:4][O:5][C:6]=1[C:7]([F:10])([F:9])[F:8].[OH:19][CH:20]1[CH2:25][CH2:24][NH:23][CH2:22][CH2:21]1. No catalyst specified. (2) The reactants are [OH2:1].C([O:6]C([NH:9][C@@H:10]([CH3:28])[C:11]([NH:13][C@@:14]1([C:25]([OH:27])=[O:26])[CH2:21][C:18]2([CH2:20][CH2:19]2)[C@@H:17]2[C@H:15]1[C@H:16]2[C:22]([OH:24])=[O:23])=[O:12])=O)(C)(C)C.Cl.[OH-].[Na+]. The catalyst is C(O)C. The product is [OH2:6].[OH2:1].[NH2:9][C@@H:10]([CH3:28])[C:11]([NH:13][C@@:14]1([C:25]([OH:27])=[O:26])[CH2:21][C:18]2([CH2:19][CH2:20]2)[C@@H:17]2[C@H:15]1[C@H:16]2[C:22]([OH:24])=[O:23])=[O:12]. The yield is 0.816.